From a dataset of Catalyst prediction with 721,799 reactions and 888 catalyst types from USPTO. Predict which catalyst facilitates the given reaction. (1) Reactant: [NH2:1][C:2]1[CH:7]=[CH:6][C:5]([N:8]2[CH:13]=[CH:12][CH:11]=[CH:10][C:9]2=[O:14])=[CH:4][C:3]=1[F:15].C[Si]([N-][Si](C)(C)C)(C)C.[Li+].[CH3:26][O:27][C:28]1[CH:43]=[CH:42][C:31]([CH2:32][O:33][CH2:34][C@@H:35]2[C@@H:40]3[C@H:36]2[CH2:37][O:38][C:39]3=[O:41])=[CH:30][CH:29]=1.Cl. Product: [F:15][C:3]1[CH:4]=[C:5]([N:8]2[CH:13]=[CH:12][CH:11]=[CH:10][C:9]2=[O:14])[CH:6]=[CH:7][C:2]=1[NH:1][C:37]([C@@H:36]1[C@@H:35]([CH2:34][O:33][CH2:32][C:31]2[CH:42]=[CH:43][C:28]([O:27][CH3:26])=[CH:29][CH:30]=2)[C@@H:40]1[CH2:39][OH:41])=[O:38]. The catalyst class is: 49. (2) Reactant: [C:1]([O:5][C:6]([N:8]([C:16]1[C:21]([C:22]#[CH:23])=[N:20][C:19]([N:24]2[CH2:29][CH2:28][N:27]([S:30]([CH2:33][CH3:34])(=[O:32])=[O:31])[CH2:26][CH2:25]2)=[CH:18][N:17]=1)[C:9](=[O:15])[O:10][C:11]([CH3:14])([CH3:13])[CH3:12])=[O:7])([CH3:4])([CH3:3])[CH3:2].Cl.[N:36]([C:39]1[CH:45]=[CH:44][C:42]([NH2:43])=[CH:41][CH:40]=1)=[N+:37]=[N-:38].O=C1O[C@H]([C@H](CO)O)C([O-])=C1O.[Na+].CCN(C(C)C)C(C)C. Product: [C:11]([O:10][C:9]([N:8]([C:16]1[C:21]([C:22]2[N:38]=[N:37][N:36]([C:39]3[CH:45]=[CH:44][C:42]([NH2:43])=[CH:41][CH:40]=3)[CH:23]=2)=[N:20][C:19]([N:24]2[CH2:29][CH2:28][N:27]([S:30]([CH2:33][CH3:34])(=[O:31])=[O:32])[CH2:26][CH2:25]2)=[CH:18][N:17]=1)[C:6](=[O:7])[O:5][C:1]([CH3:2])([CH3:3])[CH3:4])=[O:15])([CH3:12])([CH3:14])[CH3:13]. The catalyst class is: 664.